From a dataset of Catalyst prediction with 721,799 reactions and 888 catalyst types from USPTO. Predict which catalyst facilitates the given reaction. (1) Reactant: [CH3:1][C:2]1[N:3]=[CH:4][C:5]([N:8]2[CH2:13][CH2:12][CH:11]([OH:14])[CH2:10][CH2:9]2)=[N:6][CH:7]=1.CC(OI1(OC(C)=O)(OC(C)=O)OC(=O)C2C=CC=CC1=2)=O.[O-]S([O-])(=S)=O.[Na+].[Na+].C([O-])(O)=O.[Na+]. Product: [CH3:1][C:2]1[N:3]=[CH:4][C:5]([N:8]2[CH2:9][CH2:10][C:11](=[O:14])[CH2:12][CH2:13]2)=[N:6][CH:7]=1. The catalyst class is: 4. (2) Reactant: [CH3:1][O:2][C:3]1[CH:8]=[C:7]([CH3:9])[C:6]([S:10]([N:13]([CH2:15][C:16]2[O:20][C:19]([CH3:21])=[C:18]([C:22](O)=[O:23])[CH:17]=2)[CH3:14])(=[O:12])=[O:11])=[C:5]([CH3:25])[CH:4]=1.CC[N:28]=C=NCCCN(C)C.C1C=NC2N(O)N=NC=2C=1.[NH:47]1[CH2:51][CH2:50][N:49]=[C:48]1[C:52]1[CH:57]=[CH:56][C:55]([CH:58](N)[CH3:59])=[CH:54][CH:53]=1.Cl.CCN(C(C)C)C(C)C. Product: [NH:47]1[CH2:51][CH2:50][N:49]=[C:48]1[C:52]1[CH:57]=[CH:56][C:55]([CH2:58][CH2:59][NH:28][C:22]([C:18]2[CH:17]=[C:16]([CH2:15][N:13]([S:10]([C:6]3[C:7]([CH3:9])=[CH:8][C:3]([O:2][CH3:1])=[CH:4][C:5]=3[CH3:25])(=[O:12])=[O:11])[CH3:14])[O:20][C:19]=2[CH3:21])=[O:23])=[CH:54][CH:53]=1. The catalyst class is: 3. (3) The catalyst class is: 692. Reactant: [NH2:1][C:2]1[CH:7]=[CH:6][C:5]([C:8](=[O:10])[CH3:9])=[C:4]([OH:11])[CH:3]=1.Br[CH2:13][CH2:14][CH:15]=[CH2:16].C([O-])([O-])=O.[K+].[K+]. Product: [NH2:1][C:2]1[CH:7]=[CH:6][C:5]([C:8](=[O:10])[CH3:9])=[C:4]([O:11][CH2:16][CH2:15][CH:14]=[CH2:13])[CH:3]=1. (4) The catalyst class is: 56. Product: [C:1]([O:5][C:6]([N:8]1[CH2:12][CH2:11][CH:10]([C:13]2[CH:18]=[CH:17][C:16]([NH:19][CH:29]([C:26]3[CH:25]=[CH:24][C:23]([Br:22])=[CH:28][N:27]=3)[C:30]([F:33])([F:32])[F:31])=[CH:15][CH:14]=2)[CH2:9]1)=[O:7])([CH3:4])([CH3:2])[CH3:3]. Reactant: [C:1]([O:5][C:6]([N:8]1[CH2:12][CH2:11][CH:10]([C:13]2[CH:18]=[CH:17][C:16]([NH2:19])=[CH:15][CH:14]=2)[CH2:9]1)=[O:7])([CH3:4])([CH3:3])[CH3:2].[H-].[Na+].[Br:22][C:23]1[CH:24]=[CH:25][C:26]([CH:29](OS(C(F)(F)F)(=O)=O)[C:30]([F:33])([F:32])[F:31])=[N:27][CH:28]=1. (5) The catalyst class is: 54. Reactant: [C:1]1([CH2:7][CH2:8]C(O)=O)[CH:6]=[CH:5][CH:4]=[CH:3][CH:2]=1.C([N:14]([CH2:17]C)CC)C.ClC(OCC(C)C)=[O:21].C(=O)([O-])O.[Na+]. Product: [C:1]1([CH:7]([CH3:8])[C:17]([NH2:14])=[O:21])[CH:2]=[CH:3][CH:4]=[CH:5][CH:6]=1. (6) Reactant: [F:1][C:2]1[CH:3]=[C:4]([N+:13]([O-])=O)[CH:5]=[C:6]([F:12])[C:7]=1[O:8][CH2:9][O:10][CH3:11]. Product: [NH2:13][C:4]1[CH:5]=[C:6]([F:12])[C:7]([O:8][CH2:9][O:10][CH3:11])=[C:2]([F:1])[CH:3]=1. The catalyst class is: 43. (7) Reactant: [Cl-].[Cl-].[Cl-].[Al+3].Cl[CH2:6][C:7](Cl)=[O:8].[F:10][C:11]1[CH:16]=[CH:15][C:14]([F:17])=[CH:13][C:12]=1[OH:18]. Product: [F:17][C:14]1[CH:13]=[C:12]([OH:18])[C:11]([F:10])=[CH:16][C:15]=1[C:7](=[O:8])[CH3:6]. The catalyst class is: 534.